From a dataset of Full USPTO retrosynthesis dataset with 1.9M reactions from patents (1976-2016). Predict the reactants needed to synthesize the given product. (1) Given the product [Cl:37][C:30]1[N:29]=[C:28]([N:8]([CH2:7][C:6]2[CH:5]=[CH:4][C:3]([O:2][CH3:1])=[CH:19][CH:18]=2)[CH2:9][C:10]2[CH:15]=[CH:14][C:13]([O:16][CH3:17])=[CH:12][CH:11]=2)[C:33]([N+:34]([O-:36])=[O:35])=[CH:32][CH:31]=1, predict the reactants needed to synthesize it. The reactants are: [CH3:1][O:2][C:3]1[CH:19]=[CH:18][C:6]([CH2:7][NH:8][CH2:9][C:10]2[CH:15]=[CH:14][C:13]([O:16][CH3:17])=[CH:12][CH:11]=2)=[CH:5][CH:4]=1.C(N(CC)CC)C.Cl[C:28]1[C:33]([N+:34]([O-:36])=[O:35])=[CH:32][CH:31]=[C:30]([Cl:37])[N:29]=1.[N-]=C=O. (2) Given the product [CH:1]([N:14]1[CH2:19][CH2:18][N:17]([C:28](=[O:29])[CH2:27][CH:26]([C:20]2[CH:25]=[CH:24][CH:23]=[CH:22][CH:21]=2)[C:31]2[CH:36]=[CH:35][CH:34]=[CH:33][CH:32]=2)[CH2:16][CH2:15]1)([C:8]1[CH:13]=[CH:12][CH:11]=[CH:10][CH:9]=1)[C:2]1[CH:7]=[CH:6][CH:5]=[CH:4][CH:3]=1, predict the reactants needed to synthesize it. The reactants are: [CH:1]([N:14]1[CH2:19][CH2:18][NH:17][CH2:16][CH2:15]1)([C:8]1[CH:13]=[CH:12][CH:11]=[CH:10][CH:9]=1)[C:2]1[CH:7]=[CH:6][CH:5]=[CH:4][CH:3]=1.[C:20]1([CH:26]([C:31]2[CH:36]=[CH:35][CH:34]=[CH:33][CH:32]=2)[CH2:27][C:28](O)=[O:29])[CH:25]=[CH:24][CH:23]=[CH:22][CH:21]=1.C(Cl)CCl. (3) Given the product [ClH:1].[NH2:33][C@@H:30]([CH2:23][C:24]1[CH:29]=[CH:28][CH:27]=[CH:26][CH:25]=1)[CH2:31][NH:32][C:2]1[N:7]([CH3:8])[C:6](=[O:9])[C:5]([C:10]2[CH:15]=[CH:14][CH:13]=[C:12]([CH3:16])[CH:11]=2)=[C:4]([C:17]2[CH:22]=[CH:21][N:20]=[CH:19][CH:18]=2)[N:3]=1, predict the reactants needed to synthesize it. The reactants are: [Cl:1][C:2]1[N:7]([CH3:8])[C:6](=[O:9])[C:5]([C:10]2[CH:15]=[CH:14][CH:13]=[C:12]([CH3:16])[CH:11]=2)=[C:4]([C:17]2[CH:22]=[CH:21][N:20]=[CH:19][CH:18]=2)[N:3]=1.[CH2:23]([C@H:30]([NH2:33])[CH2:31][NH2:32])[C:24]1[CH:29]=[CH:28][CH:27]=[CH:26][CH:25]=1. (4) Given the product [CH3:23][P:1](=[O:2])([O:5][C:6]1[C:7]2[C:14](=[CH:15][CH:16]=[CH:17][CH:18]=2)[CH:13]=[CH:22][CH:21]=1)[O:8][CH2:9][CH3:10], predict the reactants needed to synthesize it. The reactants are: [P:1]([O:8][CH2:9][CH3:10])([O:5][CH2:6][CH3:7])[O:2]CC.ClC[C:13]1[C:22]2[C:17](=[CH:18]C=C[CH:21]=2)[CH:16]=[CH:15][CH:14]=1.[CH2:23](Cl)C. (5) Given the product [CH3:23][O:22][C:18]1[CH:17]=[C:16]2[C:21]([C:12]([O:11][CH:9]([CH3:10])[CH2:8][N:6]3[CH:7]=[C:2]([C:26]4[S:25][CH:29]=[CH:28][CH:27]=4)[CH:3]=[CH:4][C:5]3=[O:24])=[CH:13][CH:14]=[N:15]2)=[CH:20][CH:19]=1, predict the reactants needed to synthesize it. The reactants are: Br[C:2]1[CH:3]=[CH:4][C:5](=[O:24])[N:6]([CH2:8][CH:9]([O:11][C:12]2[C:21]3[C:16](=[CH:17][C:18]([O:22][CH3:23])=[CH:19][CH:20]=3)[N:15]=[CH:14][CH:13]=2)[CH3:10])[CH:7]=1.[S:25]1[CH:29]=[CH:28][CH:27]=[C:26]1B(O)O.C([O-])([O-])=O.[Na+].[Na+]. (6) The reactants are: ClC1C=C(S([NH2:12])(=O)=O)C=C(F)C=1.[Cl:13][C:14]1[CH:15]=[C:16]([CH2:21][S:22](Cl)(=[O:24])=[O:23])[CH:17]=[CH:18][C:19]=1[Cl:20].ClC1C=C(S(Cl)(=O)=O)C=C(F)C=1. Given the product [Cl:13][C:14]1[CH:15]=[C:16]([CH2:21][S:22]([NH2:12])(=[O:24])=[O:23])[CH:17]=[CH:18][C:19]=1[Cl:20], predict the reactants needed to synthesize it.